From a dataset of Full USPTO retrosynthesis dataset with 1.9M reactions from patents (1976-2016). Predict the reactants needed to synthesize the given product. (1) Given the product [OH:30][CH2:3][CH2:2][CH2:1][CH:4]1[CH2:9][CH2:8][N:7]([C:10]([O:12][C:13]([CH3:15])([CH3:16])[CH3:14])=[O:11])[CH2:6][CH:5]1[C:17]([O:19][CH3:20])=[O:18], predict the reactants needed to synthesize it. The reactants are: [CH2:1]([CH:4]1[CH2:9][CH2:8][N:7]([C:10]([O:12][C:13]([CH3:16])([CH3:15])[CH3:14])=[O:11])[CH2:6][CH:5]1[C:17]([O:19][CH3:20])=[O:18])[CH:2]=[CH2:3].B1C2CCCC1CCC2.[OH-:30].[Na+].OO. (2) Given the product [Br:19][CH2:20][C:21]([N:8]1[C@H:7]([CH3:6])[C@H:11]([C:12]2[CH:17]=[CH:16][CH:15]=[CH:14][CH:13]=2)[O:10][C:9]1=[O:18])=[O:22], predict the reactants needed to synthesize it. The reactants are: C([Li])CCC.[CH3:6][C@@H:7]1[C@H:11]([C:12]2[CH:17]=[CH:16][CH:15]=[CH:14][CH:13]=2)[O:10][C:9](=[O:18])[NH:8]1.[Br:19][CH2:20][C:21](Cl)=[O:22].[Cl-].[NH4+].C(=O)(O)[O-].[Na+].